Dataset: Full USPTO retrosynthesis dataset with 1.9M reactions from patents (1976-2016). Task: Predict the reactants needed to synthesize the given product. (1) Given the product [Br:5][CH2:6][C:7]1[C:8]2[CH:23]=[C:22]([OH:24])[C:21]([OH:26])=[CH:20][C:9]=2[S:10][C:11]=1[C:12]([N:14]1[CH2:19][CH2:18][O:17][CH2:16][CH2:15]1)=[O:13], predict the reactants needed to synthesize it. The reactants are: B(Br)(Br)Br.[Br:5][CH2:6][C:7]1[C:8]2[CH:23]=[C:22]([O:24]C)[C:21]([O:26]C)=[CH:20][C:9]=2[S:10][C:11]=1[C:12]([N:14]1[CH2:19][CH2:18][O:17][CH2:16][CH2:15]1)=[O:13].CO. (2) The reactants are: [Cl:1][C:2]1[CH:10]=[CH:9][C:8]([OH:11])=[C:7]2[C:3]=1[C:4](=[O:25])[N:5]([C:13]1[CH:18]=[CH:17][C:16]([CH2:19][C:20]([O:22][CH2:23][CH3:24])=[O:21])=[CH:15][CH:14]=1)[C:6]2=[O:12].[CH2:26](Br)[C:27]1[CH:32]=[CH:31][CH:30]=[CH:29][CH:28]=1.C(=O)([O-])[O-].[K+].[K+]. Given the product [Cl:1][C:2]1[CH:10]=[CH:9][C:8]([O:11][CH2:26][C:27]2[CH:32]=[CH:31][CH:30]=[CH:29][CH:28]=2)=[C:7]2[C:3]=1[C:4](=[O:25])[N:5]([C:13]1[CH:14]=[CH:15][C:16]([CH2:19][C:20]([O:22][CH2:23][CH3:24])=[O:21])=[CH:17][CH:18]=1)[C:6]2=[O:12], predict the reactants needed to synthesize it.